This data is from Catalyst prediction with 721,799 reactions and 888 catalyst types from USPTO. The task is: Predict which catalyst facilitates the given reaction. (1) Reactant: [C:1]([C:4]1[C:22](=[O:23])[C@@:8]2([CH3:24])[C:9]3[C:15]([OH:16])=[CH:14][C:13]([O:17][CH3:18])=[C:12]([C:19]([NH2:21])=[O:20])[C:10]=3[O:11][C:7]2=[CH:6][C:5]=1[OH:25])(=[O:3])[CH3:2].[C:26]([O:29][C:30]1[CH:35]=[C:34]([CH3:36])[C:33]([CH:37]=O)=[C:32]([CH3:39])[C:31]=1[CH3:40])(=[O:28])[CH3:27].C([SiH](CC)CC)C.FC(F)(F)C(O)=O. Product: [C:26]([O:29][C:30]1[CH:35]=[C:34]([CH3:36])[C:33]([CH2:37][NH:21][C:19]([C:12]2[C:10]3[O:11][C:7]4[C@@:8]([CH3:24])([C:22](=[O:23])[C:4]([C:1](=[O:3])[CH3:2])=[C:5]([OH:25])[CH:6]=4)[C:9]=3[C:15]([OH:16])=[CH:14][C:13]=2[O:17][CH3:18])=[O:20])=[C:32]([CH3:39])[C:31]=1[CH3:40])(=[O:28])[CH3:27]. The catalyst class is: 10. (2) Reactant: Cl[C:2]([O:4][CH2:5][Cl:6])=[O:3].[CH3:7][O:8][CH2:9][CH2:10][O:11][CH2:12][CH2:13][O:14][CH2:15][CH2:16][OH:17].N1C=CC=CC=1. Product: [C:2](=[O:3])([O:17][CH2:16][CH2:15][O:14][CH2:13][CH2:12][O:11][CH2:10][CH2:9][O:8][CH3:7])[O:4][CH2:5][Cl:6]. The catalyst class is: 2. (3) Reactant: [CH3:1][C:2]1[CH:3]=[N:4][C:5]([CH2:11][S+:12]([O-:24])[C:13]2[NH:14][C:15]3[CH:16]=[CH:17][C:18]([O:22][CH3:23])=[CH:19][C:20]=3[N:21]=2)=[C:6]([CH3:10])[C:7]=1[O:8][CH3:9].C[O-].[Na+:27].CO. Product: [CH3:1][C:2]1[CH:3]=[N:4][C:5]([CH2:11][S+:12]([O-:24])[C:13]2[N-:14][C:15]3[CH:16]=[CH:17][C:18]([O:22][CH3:23])=[CH:19][C:20]=3[N:21]=2)=[C:6]([CH3:10])[C:7]=1[O:8][CH3:9].[Na+:27]. The catalyst class is: 21. (4) The catalyst class is: 5. Product: [CH2:24]([C:21]1[CH:22]=[CH:23][C:18]([C@H:12]([N:9]2[CH2:10][CH2:11][C@@H:6]([CH2:2][C:3]([OH:5])=[O:4])[CH2:7][C@H:8]2[C:27]2[CH:28]=[CH:29][C:30]([C:33]([F:36])([F:34])[F:35])=[CH:31][CH:32]=2)[CH2:13][CH2:14][CH:15]([CH3:17])[CH3:16])=[CH:19][CH:20]=1)[CH:25]=[CH2:26]. Reactant: C[CH:2]([C@@H:6]1[CH2:11][CH2:10][N:9]([C@@H:12]([C:18]2[CH:23]=[CH:22][C:21]([CH2:24][CH:25]=[CH2:26])=[CH:20][CH:19]=2)[CH2:13][CH2:14][CH:15]([CH3:17])[CH3:16])[C@H:8]([C:27]2[CH:32]=[CH:31][C:30]([C:33]([F:36])([F:35])[F:34])=[CH:29][CH:28]=2)[CH2:7]1)[C:3]([O-:5])=[O:4].[OH-].[Na+]. (5) Reactant: CN(C)/[CH:3]=[CH:4]/[C:5]1[C:10]([C:11]([F:14])([F:13])[F:12])=[CH:9][CH:8]=[CH:7][C:6]=1[N+:15]([O-])=O. Product: [F:14][C:11]([F:12])([F:13])[C:10]1[CH:9]=[CH:8][CH:7]=[C:6]2[C:5]=1[CH:4]=[CH:3][NH:15]2. The catalyst class is: 19. (6) Reactant: [C:1]1([N:7]([C:65]2[C:74]3[C:69](=[CH:70][CH:71]=[CH:72][CH:73]=3)[CH:68]=[CH:67][CH:66]=2)[C:8]2[CH:13]=[CH:12][C:11]([C:14]3[CH:19]=[CH:18][C:17]([C:20]4[CH:25]=[CH:24][C:23]([N:26]([C:30]5[CH:35]=[CH:34][C:33]([C:36]6[CH:41]=[CH:40][C:39]([C:42]7[CH:47]=[CH:46][C:45]([N:48]([C:55]8[C:64]9[C:59](=[CH:60][CH:61]=[CH:62][CH:63]=9)[CH:58]=[CH:57][CH:56]=8)[C:49]8[CH:54]=[CH:53][CH:52]=[CH:51][CH:50]=8)=[CH:44][CH:43]=7)=[CH:38][CH:37]=6)=[CH:32][CH:31]=5)C(=O)C)=[CH:22][CH:21]=4)=[CH:16][CH:15]=3)=[CH:10][CH:9]=2)[CH:6]=[CH:5][CH:4]=[CH:3][CH:2]=1.[OH-].[K+].C(C1C=CC=CC=1CC)C.O. Product: [C:1]1([N:7]([C:65]2[C:74]3[C:69](=[CH:70][CH:71]=[CH:72][CH:73]=3)[CH:68]=[CH:67][CH:66]=2)[C:8]2[CH:13]=[CH:12][C:11]([C:14]3[CH:15]=[CH:16][C:17]([C:20]4[CH:21]=[CH:22][C:23]([NH:26][C:30]5[CH:31]=[CH:32][C:33]([C:36]6[CH:41]=[CH:40][C:39]([C:42]7[CH:47]=[CH:46][C:45]([N:48]([C:55]8[C:64]9[C:59](=[CH:60][CH:61]=[CH:62][CH:63]=9)[CH:58]=[CH:57][CH:56]=8)[C:49]8[CH:54]=[CH:53][CH:52]=[CH:51][CH:50]=8)=[CH:44][CH:43]=7)=[CH:38][CH:37]=6)=[CH:34][CH:35]=5)=[CH:24][CH:25]=4)=[CH:18][CH:19]=3)=[CH:10][CH:9]=2)[CH:2]=[CH:3][CH:4]=[CH:5][CH:6]=1. The catalyst class is: 81. (7) Reactant: [CH:1]1([C:7](=[O:14])[CH2:8][C:9]([O:11][CH2:12][CH3:13])=[O:10])[CH2:6][CH2:5][CH2:4][CH2:3][CH2:2]1.S(Cl)([Cl:18])(=O)=O.C(=O)(O)[O-].[Na+].C(OCC)(=O)C. Product: [Cl:18][CH:8]([C:7]([CH:1]1[CH2:6][CH2:5][CH2:4][CH2:3][CH2:2]1)=[O:14])[C:9]([O:11][CH2:12][CH3:13])=[O:10]. The catalyst class is: 27.